Dataset: Forward reaction prediction with 1.9M reactions from USPTO patents (1976-2016). Task: Predict the product of the given reaction. (1) Given the reactants [F:1][C:2]1[CH:3]=[C:4]([NH:21][C:22](=[O:34])[CH2:23][C:24]([NH:26][C:27]2[CH:32]=[CH:31][C:30]([F:33])=[CH:29][CH:28]=2)=[O:25])[CH:5]=[CH:6][C:7]=1[O:8][C:9]1[C:14]2=[C:15]([CH3:20])[C:16]([CH2:18][OH:19])=[CH:17][N:13]2[N:12]=[CH:11][N:10]=1.CC(OI1(OC(C)=O)(OC(C)=O)OC(=O)C2C=CC=CC1=2)=O, predict the reaction product. The product is: [F:1][C:2]1[CH:3]=[C:4]([NH:21][C:22](=[O:34])[CH2:23][C:24]([NH:26][C:27]2[CH:28]=[CH:29][C:30]([F:33])=[CH:31][CH:32]=2)=[O:25])[CH:5]=[CH:6][C:7]=1[O:8][C:9]1[C:14]2=[C:15]([CH3:20])[C:16]([CH:18]=[O:19])=[CH:17][N:13]2[N:12]=[CH:11][N:10]=1. (2) Given the reactants [O:1]=[C:2]1[C:7]2[CH:8]=[CH:9][CH:10]=[CH:11][C:6]=2[S:5][C:4]([C:12]2[N:17]=[C:16]([S:18]([CH2:21][C:22]([O:24]C(C)(C)C)=[O:23])(=[O:20])=[O:19])[CH:15]=[CH:14][CH:13]=2)=[N:3]1.C(OC(C)C)(C)C, predict the reaction product. The product is: [O:1]=[C:2]1[C:7]2[CH:8]=[CH:9][CH:10]=[CH:11][C:6]=2[S:5][C:4]([C:12]2[N:17]=[C:16]([S:18]([CH2:21][C:22]([OH:24])=[O:23])(=[O:20])=[O:19])[CH:15]=[CH:14][CH:13]=2)=[N:3]1. (3) The product is: [NH2:26][CH2:27][CH2:28][CH2:29][N:30]1[CH2:31][CH2:32][N:33]([CH3:36])[CH2:34][CH2:35]1.[CH3:37][O:38][C:39]1[CH:44]=[CH:43][C:42]([CH:45]([NH:54][C:55]([C:57]2[C:65]3[CH:64]=[C:63]([C:66]4[C:71]([Cl:72])=[CH:70][N:69]=[C:68]([NH:26][CH2:27][CH2:28][CH2:29][N:30]5[CH2:31][CH2:32][N:33]([CH3:36])[CH2:34][CH2:35]5)[N:67]=4)[S:62][C:61]=3[CH:60]=[CH:59][CH:58]=2)=[O:56])[C:46]2[CH:47]=[CH:48][C:49]([O:52][CH3:53])=[CH:50][CH:51]=2)=[CH:41][CH:40]=1. Given the reactants Cl.Cl.Cl.C1(NC(C2C3C=C(C4C(Cl)=CN=C([NH:26][CH2:27][CH2:28][CH2:29][N:30]5[CH2:35][CH2:34][N:33]([CH3:36])[CH2:32][CH2:31]5)N=4)SC=3C=CC=2)=O)CC1.[CH3:37][O:38][C:39]1[CH:44]=[CH:43][C:42]([CH:45]([NH:54][C:55]([C:57]2[C:65]3[CH:64]=[C:63]([C:66]4[C:71]([Cl:72])=[CH:70][N:69]=[C:68](Cl)[N:67]=4)[S:62][C:61]=3[CH:60]=[CH:59][CH:58]=2)=[O:56])[C:46]2[CH:51]=[CH:50][C:49]([O:52][CH3:53])=[CH:48][CH:47]=2)=[CH:41][CH:40]=1, predict the reaction product. (4) Given the reactants C(N(CC)C(C)C)(C)C.[CH3:10][C:11]1[CH:20]=[CH:19][C:18]2[C:13](=[CH:14][CH:15]=[CH:16][C:17]=2[N:21]2[CH2:26][CH2:25][N:24]([CH2:27][CH2:28][C:29]3[CH:30]=[C:31]([CH:33]=[CH:34][CH:35]=3)N)[CH2:23][CH2:22]2)[N:12]=1.CS(OCCC1C=CC=C([I:49])C=1)(=O)=O, predict the reaction product. The product is: [I:49][C:31]1[CH:30]=[C:29]([CH2:28][CH2:27][N:24]2[CH2:23][CH2:22][N:21]([C:17]3[CH:16]=[CH:15][CH:14]=[C:13]4[C:18]=3[CH:19]=[CH:20][C:11]([CH3:10])=[N:12]4)[CH2:26][CH2:25]2)[CH:35]=[CH:34][CH:33]=1. (5) Given the reactants [C:1]1([CH2:7][C:8]([NH:10][C@@H:11]2[C:38](=[O:39])[N:13]3[C:14]([C:26]([O:28]CC4C=CC(OC)=CC=4)=[O:27])=[C:15]([CH:18]=[CH:19][C:20]4[O:24][N:23]=[C:22]([CH3:25])[CH:21]=4)[CH2:16][S:17][C@H:12]23)=[S:9])[CH:6]=[CH:5][CH:4]=[CH:3][CH:2]=1.FC(F)(F)C(O)=O, predict the reaction product. The product is: [C:1]1([CH2:7][C:8]([NH:10][C@@H:11]2[C:38](=[O:39])[N:13]3[C:14]([C:26]([OH:28])=[O:27])=[C:15]([CH:18]=[CH:19][C:20]4[O:24][N:23]=[C:22]([CH3:25])[CH:21]=4)[CH2:16][S:17][C@H:12]23)=[S:9])[CH:2]=[CH:3][CH:4]=[CH:5][CH:6]=1.